From a dataset of Full USPTO retrosynthesis dataset with 1.9M reactions from patents (1976-2016). Predict the reactants needed to synthesize the given product. (1) Given the product [ClH:1].[Cl:1][C:2]1[CH:31]=[C:30]([Cl:32])[CH:29]=[CH:28][C:3]=1[O:4][C:5]1[CH:10]=[CH:9][CH:8]=[CH:7][C:6]=1[NH:11][S:12]([C:15]1[CH:16]=[CH:17][C:18]([C:19]([NH:21][CH2:22][C:23](=[O:25])[NH:46][CH:43]2[CH2:44][CH2:45][NH:40][CH2:41][CH2:42]2)=[O:20])=[CH:26][CH:27]=1)(=[O:14])=[O:13], predict the reactants needed to synthesize it. The reactants are: [Cl:1][C:2]1[CH:31]=[C:30]([Cl:32])[CH:29]=[CH:28][C:3]=1[O:4][C:5]1[CH:10]=[CH:9][CH:8]=[CH:7][C:6]=1[NH:11][S:12]([C:15]1[CH:27]=[CH:26][C:18]([C:19]([NH:21][CH2:22][C:23]([OH:25])=O)=[O:20])=[CH:17][CH:16]=1)(=[O:14])=[O:13].C(OC([N:40]1[CH2:45][CH2:44][CH:43]([NH2:46])[CH2:42][CH2:41]1)=O)(C)(C)C. (2) Given the product [Cl:6][C:7]1[CH:12]=[CH:11][C:10]([CH2:13][CH2:14][C:15]([O:17][CH3:18])=[O:16])=[C:9]([CH2:19][O:20][S:2]([CH3:1])(=[O:4])=[O:3])[CH:8]=1, predict the reactants needed to synthesize it. The reactants are: [CH3:1][S:2](Cl)(=[O:4])=[O:3].[Cl:6][C:7]1[CH:12]=[CH:11][C:10]([CH2:13][CH2:14][C:15]([O:17][CH3:18])=[O:16])=[C:9]([CH2:19][OH:20])[CH:8]=1.[Cl-].S([O-])(=O)(=O)C. (3) Given the product [O:14]1[C:9]2[CH:10]=[CH:11][CH:12]=[CH:13][C:8]=2[CH:2]=[CH:1][NH:4]1, predict the reactants needed to synthesize it. The reactants are: [CH2:1]([NH2:4])[CH2:2]N.C([C:8]1[CH:13]=[CH:12][CH:11]=[CH:10][C:9]=1[OH:14])C=C. (4) Given the product [S:36]([OH:39])([OH:38])(=[O:37])=[O:35].[CH3:1][N:2]1[CH2:7][CH2:6][N:5]([C:8]2[CH:13]=[CH:12][C:11]([NH:14][C:15]3[N:20]=[C:19]([NH:21][C:22]4[CH:23]=[C:24]([CH2:28][C:29]#[N:30])[CH:25]=[CH:26][CH:27]=4)[CH:18]=[CH:17][N:16]=3)=[CH:10][C:9]=2[C:31]([F:33])([F:34])[F:32])[CH2:4][CH2:3]1, predict the reactants needed to synthesize it. The reactants are: [CH3:1][N:2]1[CH2:7][CH2:6][N:5]([C:8]2[CH:13]=[CH:12][C:11]([NH:14][C:15]3[N:20]=[C:19]([NH:21][C:22]4[CH:23]=[C:24]([CH2:28][C:29]#[N:30])[CH:25]=[CH:26][CH:27]=4)[CH:18]=[CH:17][N:16]=3)=[CH:10][C:9]=2[C:31]([F:34])([F:33])[F:32])[CH2:4][CH2:3]1.[OH:35][S:36]([OH:39])(=[O:38])=[O:37]. (5) Given the product [CH2:1]([N:8]([C:21]([O:23][C:24]([CH3:27])([CH3:26])[CH3:25])=[O:22])[CH:9]1[CH2:10][CH2:11][CH2:12][C:13]2[CH:19]=[CH:18][C:17]([OH:20])=[CH:16][C:14]=2[CH2:15]1)[C:2]1[CH:3]=[CH:4][CH:5]=[CH:6][CH:7]=1, predict the reactants needed to synthesize it. The reactants are: [CH2:1]([NH:8][CH:9]1[CH2:15][C:14]2[CH:16]=[C:17]([OH:20])[CH:18]=[CH:19][C:13]=2[CH2:12][CH2:11][CH2:10]1)[C:2]1[CH:7]=[CH:6][CH:5]=[CH:4][CH:3]=1.[C:21](O[C:21]([O:23][C:24]([CH3:27])([CH3:26])[CH3:25])=[O:22])([O:23][C:24]([CH3:27])([CH3:26])[CH3:25])=[O:22]. (6) Given the product [CH2:65]([O:8][C@H:9]1[C@H:14]([O:15][CH2:16][C:17]2[CH:18]=[CH:19][CH:20]=[CH:21][CH:22]=2)[C@@H:13]([O:23][CH2:24][C:25]2[CH:30]=[CH:29][CH:28]=[CH:27][CH:26]=2)[C@:12]2([C:33]3[CH:38]=[CH:37][C:36]([Cl:39])=[C:35]([CH2:40][C:41]4[CH:46]=[CH:45][C:44]([O:47][CH2:48][CH3:49])=[CH:43][CH:42]=4)[CH:34]=3)[O:11][C@@:10]1([CH2:50][OH:51])[CH2:52][O:31]2)[C:55]1[CH:60]=[CH:59][CH:58]=[CH:57][CH:56]=1, predict the reactants needed to synthesize it. The reactants are: C([O:8][C@H:9]1[C@H:14]([O:15][CH2:16][C:17]2[CH:22]=[CH:21][CH:20]=[CH:19][CH:18]=2)[C@@H:13]([O:23][CH2:24][C:25]2[CH:30]=[CH:29][CH:28]=[CH:27][CH:26]=2)[C@@:12]([C:33]2[CH:38]=[CH:37][C:36]([Cl:39])=[C:35]([CH2:40][C:41]3[CH:46]=[CH:45][C:44]([O:47][CH2:48][CH3:49])=[CH:43][CH:42]=3)[CH:34]=2)([O:31]C)[O:11][C:10]1([CH2:52]O)[CH2:50][OH:51])C1C=CC=CC=1.O.[C:55]1([CH3:65])[CH:60]=[CH:59][C:58](S(O)(=O)=O)=[CH:57][CH:56]=1. (7) Given the product [CH2:20]=[C:21]1[CH2:26][CH2:25][O:24][C:22]1=[O:23].[C:27]([O:31][CH2:32][CH2:33][CH2:34][CH3:35])(=[O:30])[CH:28]=[CH2:29].[C:36]([OH:40])(=[O:39])[CH:37]=[CH2:38], predict the reactants needed to synthesize it. The reactants are: O.S([O-])(OCCCCCCCCCCCC)(=O)=O.[Na+].[CH2:20]=[C:21]1[CH2:26][CH2:25][O:24][C:22]1=[O:23].[C:27]([O:31][CH2:32][CH2:33][CH2:34][CH3:35])(=[O:30])[CH:28]=[CH2:29].[C:36]([OH:40])(=[O:39])[CH:37]=[CH2:38].S(OOS([O-])(=O)=O)([O-])(=O)=O.[Na+].[Na+].[OH-].[Na+].